From a dataset of Forward reaction prediction with 1.9M reactions from USPTO patents (1976-2016). Predict the product of the given reaction. (1) Given the reactants [C:1]([CH2:3][C:4]([O:6][C:7]([CH3:10])([CH3:9])[CH3:8])=[O:5])#[N:2].[CH:11](OCC)(OCC)OCC.C(OC(=O)C)(=O)C.Cl.[CH3:29][O:30][C:31](=[O:41])[C:32]1[CH:37]=[CH:36][C:35]([CH2:38][NH:39][NH2:40])=[CH:34][CH:33]=1.CCN(C(C)C)C(C)C, predict the reaction product. The product is: [C:7]([O:6][C:4]([C:3]1[CH:11]=[N:40][N:39]([CH2:38][C:35]2[CH:36]=[CH:37][C:32]([C:31]([O:30][CH3:29])=[O:41])=[CH:33][CH:34]=2)[C:1]=1[NH2:2])=[O:5])([CH3:10])([CH3:9])[CH3:8]. (2) Given the reactants [NH:1]1[CH:5]=[CH:4][CH:3]=[N:2]1.[H-].[Na+].[Cl:8][C:9]1[N:10]=[N:11][C:12](Cl)=[CH:13][CH:14]=1, predict the reaction product. The product is: [Cl:8][C:9]1[N:10]=[N:11][C:12]([N:1]2[CH:5]=[CH:4][CH:3]=[N:2]2)=[CH:13][CH:14]=1. (3) Given the reactants [Cl:1][C:2]1[CH:3]=[C:4](C(O)=O)[CH:5]=[N:6][C:7]=1[NH:8][NH2:9].ClC1C(Cl)=NC=C(C=1)[C:19]([OH:21])=[O:20].NN.[N:26]([CH:29]1[C:35]2[CH:36]=[CH:37][CH:38]=[CH:39][C:34]=2[CH2:33][CH2:32][C:31]2[CH:40]=[CH:41][CH:42]=[CH:43][C:30]1=2)=[C:27]=[S:28], predict the reaction product. The product is: [Cl:1][C:2]1[CH:3]=[CH:4][C:5]([C:19]([OH:21])=[O:20])=[N:6][C:7]=1[NH:8][NH:9][C:27]([NH:26][CH:29]1[C:30]2[CH:43]=[CH:42][CH:41]=[CH:40][C:31]=2[CH2:32][CH2:33][C:34]2[CH:39]=[CH:38][CH:37]=[CH:36][C:35]1=2)=[S:28]. (4) Given the reactants [CH3:1][C:2]1[CH:7]=[CH:6][C:5]([CH3:8])=[CH:4][C:3]=1[C:9]1[C:10](=[O:22])[O:11][C:12]2([CH2:19][CH2:18][N:17]([O:20][CH3:21])[CH2:16][CH2:15]2)[C:13]=1[OH:14].C(N(CC)CC)C.CN(C)C1C=CN=CC=1.CN(C1C=CN=CC=1)C.Cl[C:49]([O:51][CH2:52][CH3:53])=[O:50], predict the reaction product. The product is: [CH2:52]([O:51][C:49](=[O:50])[O:14][C:13]1[C:12]2([CH2:19][CH2:18][N:17]([O:20][CH3:21])[CH2:16][CH2:15]2)[O:11][C:10](=[O:22])[C:9]=1[C:3]1[CH:4]=[C:5]([CH3:8])[CH:6]=[CH:7][C:2]=1[CH3:1])[CH3:53]. (5) Given the reactants Cl[C:2]1[C:21]([C:22]2[NH:26][N:25]=[CH:24][C:23]=2[F:27])=[CH:20][C:5]([C:6]([NH:8][C:9]2[CH:14]=[CH:13][C:12]([O:15][C:16]([Cl:19])([F:18])[F:17])=[CH:11][CH:10]=2)=[O:7])=[CH:4][N:3]=1.[NH:28]1[CH2:32][CH2:31][C@H:30]([OH:33])[CH2:29]1, predict the reaction product. The product is: [Cl:19][C:16]([F:18])([F:17])[O:15][C:12]1[CH:13]=[CH:14][C:9]([NH:8][C:6](=[O:7])[C:5]2[CH:20]=[C:21]([C:22]3[NH:26][N:25]=[CH:24][C:23]=3[F:27])[C:2]([N:28]3[CH2:32][CH2:31][C@H:30]([OH:33])[CH2:29]3)=[N:3][CH:4]=2)=[CH:10][CH:11]=1. (6) Given the reactants N(C(OCC)=O)=NC(OCC)=O.[OH:13][CH2:14][C:15]1[N:19]2[C:20](=[O:36])[N:21]([CH:23]3[CH2:28][CH2:27][N:26]([C:29]([O:31][C:32]([CH3:35])([CH3:34])[CH3:33])=[O:30])[CH2:25][CH2:24]3)[CH2:22][C:18]2=[CH:17][N:16]=1.[C:37]([NH:40][C@H:41]([C:45](O)=[O:46])[CH:42]([CH3:44])[CH3:43])(=[O:39])[CH3:38].C1(P(C2C=CC=CC=2)C2C=CC=CC=2)C=CC=CC=1, predict the reaction product. The product is: [C:37]([NH:40][C@H:41]([C:45]([O:13][CH2:14][C:15]1[N:19]2[C:20](=[O:36])[N:21]([CH:23]3[CH2:24][CH2:25][N:26]([C:29]([O:31][C:32]([CH3:33])([CH3:35])[CH3:34])=[O:30])[CH2:27][CH2:28]3)[CH2:22][C:18]2=[CH:17][N:16]=1)=[O:46])[CH:42]([CH3:44])[CH3:43])(=[O:39])[CH3:38]. (7) Given the reactants [CH3:1][C:2]1[CH:7]=[C:6]([C:8]2[C:16]3[C:11](=[CH:12][CH:13]=[C:14]([C:17](O)=[O:18])[CH:15]=3)[N:10]([C:20]([C:33]3[CH:38]=[CH:37][CH:36]=[CH:35][CH:34]=3)([C:27]3[CH:32]=[CH:31][CH:30]=[CH:29][CH:28]=3)[C:21]3[CH:26]=[CH:25][CH:24]=[CH:23][CH:22]=3)[N:9]=2)[CH:5]=[CH:4][N:3]=1.Cl.[NH2:40][CH:41]1[CH2:46][CH2:45][CH2:44][C:43]([CH2:55][OH:56])([O:47][C:48]2[CH:53]=[CH:52][CH:51]=[C:50]([F:54])[CH:49]=2)[CH2:42]1.CN(C(ON1N=NC2C=CC=NC1=2)=[N+](C)C)C.F[P-](F)(F)(F)(F)F.CCN(C(C)C)C(C)C, predict the reaction product. The product is: [F:54][C:50]1[CH:49]=[C:48]([CH:53]=[CH:52][CH:51]=1)[O:47][C:43]1([CH2:55][OH:56])[CH2:44][CH2:45][CH2:46][CH:41]([NH:40][C:17]([C:14]2[CH:15]=[C:16]3[C:11](=[CH:12][CH:13]=2)[N:10]([C:20]([C:21]2[CH:22]=[CH:23][CH:24]=[CH:25][CH:26]=2)([C:27]2[CH:32]=[CH:31][CH:30]=[CH:29][CH:28]=2)[C:33]2[CH:34]=[CH:35][CH:36]=[CH:37][CH:38]=2)[N:9]=[C:8]3[C:6]2[CH:5]=[CH:4][N:3]=[C:2]([CH3:1])[CH:7]=2)=[O:18])[CH2:42]1.